This data is from Forward reaction prediction with 1.9M reactions from USPTO patents (1976-2016). The task is: Predict the product of the given reaction. (1) Given the reactants C(O[CH:4]=[C:5]([C:11](=[O:18])[NH:12][C:13]([O:15]CC)=O)[C:6]([O:8][CH2:9][CH3:10])=[O:7])C.[NH2:19][C:20]1[CH:21]=[C:22]2[C:26](=[CH:27][CH:28]=1)[N:25]([CH3:29])[C:24](=[O:30])[C:23]12[CH2:32][CH2:31]1.CC(C)([O-])C.[K+].Cl, predict the reaction product. The product is: [CH3:29][N:25]1[C:26]2[C:22](=[CH:21][C:20]([N:19]3[CH:4]=[C:5]([C:6]([O:8][CH2:9][CH3:10])=[O:7])[C:11](=[O:18])[NH:12][C:13]3=[O:15])=[CH:28][CH:27]=2)[C:23]2([CH2:32][CH2:31]2)[C:24]1=[O:30]. (2) Given the reactants [Cl:1][C:2]1[C:3]([C:9]([NH:11][C:12]2[CH:20]=[C:19]([C:21]3[CH:29]=[CH:28][CH:27]=[C:26]4[C:22]=3[CH:23]=[CH:24][NH:25]4)[CH:18]=[C:17]3[C:13]=2[CH:14]=[N:15][NH:16]3)=[O:10])=[N:4][C:5](Cl)=[CH:6][CH:7]=1.[CH3:30][NH:31][CH3:32].CCN(C(C)C)C(C)C, predict the reaction product. The product is: [Cl:1][C:2]1[C:3]([C:9]([NH:11][C:12]2[CH:20]=[C:19]([C:21]3[CH:29]=[CH:28][CH:27]=[C:26]4[C:22]=3[CH:23]=[CH:24][NH:25]4)[CH:18]=[C:17]3[C:13]=2[CH:14]=[N:15][NH:16]3)=[O:10])=[N:4][C:5]([N:31]([CH3:32])[CH3:30])=[CH:6][CH:7]=1. (3) Given the reactants [OH:1][CH2:2][C@H:3]1[C@H:7]([C:8]2[CH:13]=[CH:12][CH:11]=[CH:10][CH:9]=2)[O:6][C:5](=[O:14])[NH:4]1.CCN(CC)CC.[CH3:22][C:23]([Si:26](Cl)([C:33]1[CH:38]=[CH:37][CH:36]=[CH:35][CH:34]=1)[C:27]1[CH:32]=[CH:31][CH:30]=[CH:29][CH:28]=1)([CH3:25])[CH3:24], predict the reaction product. The product is: [Si:26]([O:1][CH2:2][C@H:3]1[C@H:7]([C:8]2[CH:13]=[CH:12][CH:11]=[CH:10][CH:9]=2)[O:6][C:5](=[O:14])[NH:4]1)([C:23]([CH3:25])([CH3:24])[CH3:22])([C:33]1[CH:34]=[CH:35][CH:36]=[CH:37][CH:38]=1)[C:27]1[CH:32]=[CH:31][CH:30]=[CH:29][CH:28]=1. (4) Given the reactants [CH3:1][C:2]([O-])(C)[CH3:3].[K+].[C:7]([C:11]1[CH:16]=[CH:15][CH:14]=[CH:13][CH:12]=1)(=[O:10])[CH2:8][CH3:9].CN([CH:20]=[O:21])C.[CH2:22]1[CH2:26][O:25][CH2:24][CH2:23]1.CN([CH:30]=[O:31])C.[CH2:32]1[CH2:36][O:35][CH2:34][CH2:33]1, predict the reaction product. The product is: [CH3:9][C:8]1[C:2]([CH3:3])=[C:1]([C:33]2[CH:23]=[CH:22][C:26]([O:25][CH3:24])=[C:36]([O:35][CH3:34])[CH:32]=2)[O:10][C:7]=1[C:11]1[CH:16]=[CH:15][C:14]([O:31][CH3:30])=[C:13]([O:21][CH3:20])[CH:12]=1.